From a dataset of Forward reaction prediction with 1.9M reactions from USPTO patents (1976-2016). Predict the product of the given reaction. Given the reactants [C:1]([O:5][C:6](=[O:17])[NH:7][C:8]1[CH:13]=[C:12](Cl)[C:11]([C:15]#[N:16])=[CH:10][N:9]=1)([CH3:4])([CH3:3])[CH3:2].[CH3:18][O:19][CH2:20][CH2:21][NH2:22].CCN(C(C)C)C(C)C, predict the reaction product. The product is: [C:1]([O:5][C:6](=[O:17])[NH:7][C:8]1[CH:13]=[C:12]([NH:22][CH2:21][CH2:20][O:19][CH3:18])[C:11]([C:15]#[N:16])=[CH:10][N:9]=1)([CH3:4])([CH3:3])[CH3:2].